From a dataset of Forward reaction prediction with 1.9M reactions from USPTO patents (1976-2016). Predict the product of the given reaction. (1) Given the reactants Cl[C:2]1[CH:7]=[C:6]([CH2:8][CH2:9][C:10]([CH:12]2[CH2:16][CH2:15][CH2:14][CH2:13]2)=[O:11])[C:5]([O:17][CH2:18][CH3:19])=[CH:4][N:3]=1.C(=O)([O-])[O-].[K+].[K+].[CH2:26](B(CC)CC)[CH3:27], predict the reaction product. The product is: [CH:12]1([C:10](=[O:11])[CH2:9][CH2:8][C:6]2[C:5]([O:17][CH2:18][CH3:19])=[CH:4][N:3]=[C:2]([CH2:26][CH3:27])[CH:7]=2)[CH2:16][CH2:15][CH2:14][CH2:13]1. (2) Given the reactants Br[C:2]1[CH:3]=[C:4]2[C:9](=[CH:10][CH:11]=1)[N:8]=[CH:7][C:6]([N+:12]([O-:14])=[O:13])=[C:5]2[CH2:15][C:16]1[CH:21]=[CH:20][C:19]([C:22]([CH3:26])([CH3:25])[C:23]#[N:24])=[CH:18][CH:17]=1.C([O-])([O-])=O.[Cs+].[Cs+].C1C=CC(P(C2C(C3C(P(C4C=CC=CC=4)C4C=CC=CC=4)=CC=C4C=3C=CC=C4)=C3C(C=CC=C3)=CC=2)C2C=CC=CC=2)=CC=1.[NH:79]1[CH2:84][CH2:83][O:82][CH2:81][CH2:80]1, predict the reaction product. The product is: [CH3:26][C:22]([C:19]1[CH:18]=[CH:17][C:16]([CH2:15][C:5]2[C:4]3[C:9](=[CH:10][CH:11]=[C:2]([N:79]4[CH2:84][CH2:83][O:82][CH2:81][CH2:80]4)[CH:3]=3)[N:8]=[CH:7][C:6]=2[N+:12]([O-:14])=[O:13])=[CH:21][CH:20]=1)([CH3:25])[C:23]#[N:24]. (3) The product is: [CH3:26][O:25][C:22]1[CH:21]=[CH:20][C:19]([CH2:18][N:8]([CH2:9][C:10]2[CH:15]=[CH:14][C:13]([O:16][CH3:17])=[CH:12][CH:11]=2)[C:5]2[C:4]([Cl:27])=[C:3]([N:36]3[CH2:46][CH2:45][C:39]4([C:43](=[O:44])[NH:42][CH2:41][CH2:40]4)[CH2:38][CH2:37]3)[C:2]([Br:1])=[CH:7][N:6]=2)=[CH:24][CH:23]=1. Given the reactants [Br:1][C:2]1[C:3](Cl)=[C:4]([Cl:27])[C:5]([N:8]([CH2:18][C:19]2[CH:24]=[CH:23][C:22]([O:25][CH3:26])=[CH:21][CH:20]=2)[CH2:9][C:10]2[CH:15]=[CH:14][C:13]([O:16][CH3:17])=[CH:12][CH:11]=2)=[N:6][CH:7]=1.C(OC([N:36]1[CH2:46][CH2:45][C:39]2([C:43](=[O:44])[NH:42][CH2:41][CH2:40]2)[CH2:38][CH2:37]1)=O)(C)(C)C.C(N(CC)CC)C, predict the reaction product. (4) Given the reactants [Br:1][C:2]1[CH:7]=[CH:6][C:5]([C:8]([C:10]2[CH:15]=[CH:14][C:13](N(C)C)=[CH:12][CH:11]=2)=[CH2:9])=[CH:4][CH:3]=1.Br[C:20]1[CH:37]=CC(C([C:20]2[CH:37]=CC(CCCC)=[CH:22][CH:21]=2)=O)=[CH:22][CH:21]=1.C[Mg]Br, predict the reaction product. The product is: [Br:1][C:2]1[CH:7]=[CH:6][C:5]([C:8]([C:10]2[CH:15]=[CH:14][C:13]([CH2:37][CH2:20][CH2:21][CH3:22])=[CH:12][CH:11]=2)=[CH2:9])=[CH:4][CH:3]=1. (5) Given the reactants [F:1][C@H:2]1[C@@H:7]([O:8][C:9]2[CH:16]=[CH:15][C:14]([C:17]3[N:22]=[C:21]([NH:23][C:24]4[CH:29]=[CH:28][C:27]([N:30]5[CH2:35][CH2:34][N:33]([CH:36]6[CH2:39][O:38][CH2:37]6)[CH2:32][CH2:31]5)=[CH:26][CH:25]=4)[N:20]=[CH:19][N:18]=3)=[CH:13][C:10]=2[C:11]#[N:12])[CH2:6][CH2:5][NH:4][CH2:3]1.C([N:47]1[CH2:54][CH2:53][CH2:52][C@@H:48]1[C:49](O)=[O:50])(OC(C)(C)C)=O.CN(C(ON1N=NC2C=CC=NC1=2)=[N+](C)C)C.F[P-](F)(F)(F)(F)F, predict the reaction product. The product is: [F:1][C@H:2]1[C@@H:7]([O:8][C:9]2[CH:16]=[CH:15][C:14]([C:17]3[N:22]=[C:21]([NH:23][C:24]4[CH:29]=[CH:28][C:27]([N:30]5[CH2:31][CH2:32][N:33]([CH:36]6[CH2:39][O:38][CH2:37]6)[CH2:34][CH2:35]5)=[CH:26][CH:25]=4)[N:20]=[CH:19][N:18]=3)=[CH:13][C:10]=2[C:11]#[N:12])[CH2:6][CH2:5][N:4]([C:49]([C@@H:48]2[CH2:52][CH2:53][CH2:54][NH:47]2)=[O:50])[CH2:3]1. (6) Given the reactants Cl[C:2]1[CH:3]=[C:4]([NH:9][C:10]2[CH:15]=[CH:14][C:13]([N:16]3[CH2:21][CH2:20][N:19]([CH:22]4[CH2:25][O:24][CH2:23]4)[CH2:18][C@@H:17]3[CH3:26])=[CH:12][N:11]=2)[C:5](=[O:8])[NH:6][CH:7]=1.C([O:30][CH2:31][C:32]1[C:33]([N:47]2[N:56]=[CH:55][C:54]3[C:49](=[C:50]([F:61])[CH:51]=[C:52]([C:57]([CH3:60])([CH3:59])[CH3:58])[CH:53]=3)[C:48]2=[O:62])=[N:34][CH:35]=[CH:36][C:37]=1B1OC(C)(C)C(C)(C)O1)(=O)C.C1CCC(P(C2CCCCC2)C2CCCCC2)CC1.C([O-])([O-])=O.[Cs+].[Cs+], predict the reaction product. The product is: [C:57]([C:52]1[CH:53]=[C:54]2[C:49](=[C:50]([F:61])[CH:51]=1)[C:48](=[O:62])[N:47]([C:33]1[C:32]([CH2:31][OH:30])=[C:37]([C:2]3[CH:3]=[C:4]([NH:9][C:10]4[CH:15]=[CH:14][C:13]([N:16]5[CH2:21][CH2:20][N:19]([CH:22]6[CH2:25][O:24][CH2:23]6)[CH2:18][C@@H:17]5[CH3:26])=[CH:12][N:11]=4)[C:5](=[O:8])[NH:6][CH:7]=3)[CH:36]=[CH:35][N:34]=1)[N:56]=[CH:55]2)([CH3:60])([CH3:58])[CH3:59]. (7) Given the reactants [CH2:1]([OH:5])[CH2:2][CH2:3][OH:4].[H-].[Na+].CC1C=CC(S(O[CH2:19][CH2:20][CH2:21][CH2:22][O:23][CH2:24][C:25]2[CH:30]=[CH:29][CH:28]=[CH:27][CH:26]=2)(=O)=O)=CC=1, predict the reaction product. The product is: [CH2:24]([O:23][CH2:22][CH2:21][CH2:20][CH2:19][O:4][CH2:3][CH2:2][CH2:1][OH:5])[C:25]1[CH:30]=[CH:29][CH:28]=[CH:27][CH:26]=1. (8) Given the reactants [C:1]([BH3-])#[N:2].[Na+].N[C@H:6]1[CH2:15][CH2:14][C:13]2[C:12]([S:16]([NH:19][C:20]3[CH:25]=[C:24]([Cl:26])[CH:23]=[C:22]([Cl:27])[CH:21]=3)(=[O:18])=[O:17])=[CH:11][CH:10]=[C:9]([O:28][CH3:29])[C:8]=2[CH2:7]1.C=O.[C:32](O)(=O)C, predict the reaction product. The product is: [Cl:27][C:22]1[CH:21]=[C:20]([NH:19][S:16]([C:12]2[C:13]3[CH2:14][CH2:15][C@H:6]([N:2]([CH3:1])[CH3:32])[CH2:7][C:8]=3[C:9]([O:28][CH3:29])=[CH:10][CH:11]=2)(=[O:18])=[O:17])[CH:25]=[C:24]([Cl:26])[CH:23]=1. (9) Given the reactants C(=O)([O-])[O-].[K+].[K+].[F:7][C:8]([F:23])([S:19](F)(=[O:21])=[O:20])[C:9]([F:18])([F:17])[C:10]([F:16])([F:15])[C:11]([F:14])([F:13])[F:12].[C:24]([O:27][C@@H:28]1[CH2:45][C@@:43]2([CH3:44])[C@@H:39]([CH2:40][CH2:41][C:42]2=[O:46])[C@H:38]2[C@H:29]1[C:30]1[CH:31]=[CH:32][C:33]([OH:47])=[CH:34][C:35]=1[CH2:36][CH2:37]2)(=[O:26])[CH3:25].[Cl-].[Na+], predict the reaction product. The product is: [C:24]([O:27][C@@H:28]1[CH2:45][C@@:43]2([CH3:44])[C@@H:39]([CH2:40][CH2:41][C:42]2=[O:46])[C@H:38]2[C@H:29]1[C:30]1[CH:31]=[CH:32][C:33]([O:47][S:19]([C:8]([F:7])([F:23])[C:9]([F:17])([F:18])[C:10]([F:15])([F:16])[C:11]([F:14])([F:13])[F:12])(=[O:21])=[O:20])=[CH:34][C:35]=1[CH2:36][CH2:37]2)(=[O:26])[CH3:25].